From a dataset of Reaction yield outcomes from USPTO patents with 853,638 reactions. Predict the reaction yield, written as a fraction of the theoretical maximum amount of product (1.0 means a 100% yield; for example, 0.34 means a 34% yield). The reactants are [CH3:1][O:2][C:3](=[O:33])[NH:4][CH:5]([C:9]([N:11]1[CH2:15][CH:14]([CH2:16][O:17][CH:18]([F:20])[F:19])[CH2:13][CH:12]1[C:21]1[NH:22][C:23]([C:26]2[CH:31]=[CH:30][C:29](Br)=[CH:28][CH:27]=2)=[CH:24][N:25]=1)=[O:10])[CH:6]([CH3:8])[CH3:7].[CH3:34][O:35][C:36](=[O:69])[NH:37][CH:38]([C:42]([N:44]1[CH2:48][CH2:47][CH2:46][CH:45]1[C:49]1[NH:50][C:51]([C:54]2[CH:59]=[CH:58][C:57](B3OC(C)(C)C(C)(C)O3)=[CH:56][CH:55]=2)=[CH:52][N:53]=1)=[O:43])[CH:39]([CH3:41])[CH3:40].C([O-])([O-])=O.[K+].[K+]. The catalyst is COCCOC.C1C=CC([P]([Pd]([P](C2C=CC=CC=2)(C2C=CC=CC=2)C2C=CC=CC=2)([P](C2C=CC=CC=2)(C2C=CC=CC=2)C2C=CC=CC=2)[P](C2C=CC=CC=2)(C2C=CC=CC=2)C2C=CC=CC=2)(C2C=CC=CC=2)C2C=CC=CC=2)=CC=1. The product is [CH3:1][O:2][C:3](=[O:33])[NH:4][CH:5]([C:9]([N:11]1[CH2:15][CH:14]([CH2:16][O:17][CH:18]([F:20])[F:19])[CH2:13][CH:12]1[C:21]1[NH:22][C:23]([C:26]2[CH:31]=[CH:30][C:29]([C:57]3[CH:58]=[CH:59][C:54]([C:51]4[NH:50][C:49]([CH:45]5[CH2:46][CH2:47][CH2:48][N:44]5[C:42](=[O:43])[CH:38]([NH:37][C:36]([O:35][CH3:34])=[O:69])[CH:39]([CH3:41])[CH3:40])=[N:53][CH:52]=4)=[CH:55][CH:56]=3)=[CH:28][CH:27]=2)=[CH:24][N:25]=1)=[O:10])[CH:6]([CH3:8])[CH3:7]. The yield is 0.300.